Dataset: Forward reaction prediction with 1.9M reactions from USPTO patents (1976-2016). Task: Predict the product of the given reaction. (1) Given the reactants [F:1][C:2]1[CH:7]=[C:6]([F:8])[C:5]([F:9])=[CH:4][C:3]=1[C:10]1[CH:15]=[CH:14][C:13]([OH:16])=[CH:12][CH:11]=1.[CH3:17][O:18][C:19](=[O:29])[C:20]1[CH:25]=[CH:24][CH:23]=[C:22]([CH2:26]Br)[C:21]=1[Br:28].C(=O)([O-])[O-].[K+].[K+], predict the reaction product. The product is: [CH3:17][O:18][C:19](=[O:29])[C:20]1[CH:25]=[CH:24][CH:23]=[C:22]([CH2:26][O:16][C:13]2[CH:12]=[CH:11][C:10]([C:3]3[CH:4]=[C:5]([F:9])[C:6]([F:8])=[CH:7][C:2]=3[F:1])=[CH:15][CH:14]=2)[C:21]=1[Br:28]. (2) Given the reactants [NH2:1][CH:2]1[CH2:7][CH2:6][CH:5]([NH:8][C:9]2[N:17]=[C:16]3[C:12]([N:13]=[CH:14][N:15]3[CH:18]3[CH2:22][CH2:21][CH2:20][CH2:19]3)=[C:11]([NH:23][CH2:24][C:25]3[CH:26]=[N:27][C:28](Br)=[CH:29][CH:30]=3)[N:10]=2)[CH2:4][CH2:3]1.[O:32]1[CH:36]=[CH:35][C:34](B(O)O)=[CH:33]1.O.O.O.P([O-])([O-])([O-])=O.[K+].[K+].[K+].CN(C)C=O, predict the reaction product. The product is: [NH2:1][CH:2]1[CH2:7][CH2:6][CH:5]([NH:8][C:9]2[N:17]=[C:16]3[C:12]([N:13]=[CH:14][N:15]3[CH:18]3[CH2:22][CH2:21][CH2:20][CH2:19]3)=[C:11]([NH:23][CH2:24][C:25]3[CH:26]=[N:27][C:28]([C:34]4[CH:35]=[CH:36][O:32][CH:33]=4)=[CH:29][CH:30]=3)[N:10]=2)[CH2:4][CH2:3]1. (3) Given the reactants [CH:1]1([C:4]2[N:9]=[CH:8][C:7]([CH:10]([N:13]3[CH2:18][CH2:17][C:16]([F:20])([F:19])[CH2:15][CH2:14]3)[C:11]#[N:12])=[CH:6][N:5]=2)[CH2:3][CH2:2]1, predict the reaction product. The product is: [CH:1]1([C:4]2[N:9]=[CH:8][C:7]([CH:10]([N:13]3[CH2:18][CH2:17][C:16]([F:19])([F:20])[CH2:15][CH2:14]3)[CH2:11][NH2:12])=[CH:6][N:5]=2)[CH2:3][CH2:2]1. (4) Given the reactants [OH:1][C:2]1[C:9]([CH3:10])=[CH:8][C:5]([C:6]#[N:7])=[CH:4][C:3]=1[CH3:11].C(N(CC)CC)C.[F:19][C:20]([F:39])([F:38])[S:21](N(C1C=CC=CC=1)[S:21]([C:20]([F:39])([F:38])[F:19])(=[O:23])=[O:22])(=[O:23])=[O:22], predict the reaction product. The product is: [F:19][C:20]([F:39])([F:38])[S:21]([O:1][C:2]1[C:3]([CH3:11])=[CH:4][C:5]([C:6]#[N:7])=[CH:8][C:9]=1[CH3:10])(=[O:23])=[O:22]. (5) Given the reactants Cl.[N+:2]([C:5]1[CH:10]=[CH:9][C:8]([C:11]2[CH2:17][CH:16]3[N:18](C(OC(C)(C)C)=O)[CH:13]([CH2:14][CH2:15]3)[CH:12]=2)=[CH:7][CH:6]=1)([O-:4])=[O:3], predict the reaction product. The product is: [N+:2]([C:5]1[CH:6]=[CH:7][C:8]([C:11]2[CH2:12][CH:13]3[NH:18][CH:16]([CH2:15][CH2:14]3)[CH:17]=2)=[CH:9][CH:10]=1)([O-:4])=[O:3]. (6) Given the reactants [OH:1][N:2]=[C:3]([C:5]1[CH:6]=[C:7]([CH:11]=[CH:12][CH:13]=1)[C:8]([OH:10])=[O:9])[NH2:4].[F:14][C:15]([F:26])([F:25])[C:16](O[C:16](=O)[C:15]([F:26])([F:25])[F:14])=O.Cl, predict the reaction product. The product is: [F:14][C:15]([F:26])([F:25])[C:16]1[O:1][N:2]=[C:3]([C:5]2[CH:6]=[C:7]([CH:11]=[CH:12][CH:13]=2)[C:8]([OH:10])=[O:9])[N:4]=1. (7) Given the reactants [C:1]1([OH:11])[C:10]2[C:5](=[CH:6][CH:7]=[CH:8][CH:9]=2)[CH:4]=[CH:3][CH:2]=1.[CH2:12]([O:14][C:15](=[O:19])[C:16]#[C:17][CH3:18])[CH3:13].N12CCCN=C1CCCCC2, predict the reaction product. The product is: [CH2:12]([O:14][C:15](=[O:19])[CH:16]=[C:17]([O:11][C:1]1[C:10]2[C:5](=[CH:6][CH:7]=[CH:8][CH:9]=2)[CH:4]=[CH:3][CH:2]=1)[CH3:18])[CH3:13]. (8) Given the reactants FC1(F)C[CH2:6][N:5]([CH2:8][C:9]2[CH:36]=[N:35][C:12]3[O:13][C:14]4[C:19]([N:20]5[CH2:25][CH2:24][O:23][CH2:22][CH2:21]5)=[N:18][C:17]([C:26]5[CH:34]=[CH:33][CH:32]=[C:31]6[C:27]=5[CH:28]=[CH:29][NH:30]6)=[N:16][C:15]=4[C:11]=3[CH:10]=2)[CH2:4][CH2:3]1.N1C2C=CC=C(B(O)O)C=2C=C1.[C:50]([O-])([O-])=[O:51].[Na+].[Na+].O1CCOCC1, predict the reaction product. The product is: [NH:30]1[C:31]2[C:27](=[C:26]([C:17]3[N:18]=[C:19]([N:20]4[CH2:25][CH2:24][O:23][CH2:22][CH2:21]4)[C:14]4[O:13][C:12]5[N:35]=[CH:36][C:9]([CH2:8][N:5]([CH2:4][CH2:3][O:51][CH3:50])[CH3:6])=[CH:10][C:11]=5[C:15]=4[N:16]=3)[CH:34]=[CH:33][CH:32]=2)[CH:28]=[CH:29]1. (9) Given the reactants CON(C)[C:4]([CH:6]1[O:11][CH2:10][CH2:9][N:8]([C:12]([O:14][C:15]([CH3:18])([CH3:17])[CH3:16])=[O:13])[CH2:7]1)=[O:5].[CH3:20][O:21][CH2:22][CH2:23][CH2:24][CH2:25][Mg]Cl, predict the reaction product. The product is: [CH3:20][O:21][CH2:22][CH2:23][CH2:24][CH2:25][C:4]([CH:6]1[O:11][CH2:10][CH2:9][N:8]([C:12]([O:14][C:15]([CH3:16])([CH3:17])[CH3:18])=[O:13])[CH2:7]1)=[O:5]. (10) Given the reactants [NH:1]1[CH2:6][CH2:5][O:4][CH2:3][CH2:2]1.C(N(CC)CC)C.O.[Cl:15][C:16]1[CH:17]=[CH:18][CH:19]=[C:20]2[C:25]=1[C:24]([C:26](Cl)=[O:27])=[N:23][C:22]([C@@H:29]([NH:31][C:32]1[N:40]=[CH:39][N:38]=[C:37]3[C:33]=1[N:34]=[CH:35][N:36]3[CH2:41][C:42]1[CH:47]=[CH:46][C:45]([O:48][CH3:49])=[CH:44][CH:43]=1)[CH3:30])=[CH:21]2, predict the reaction product. The product is: [Cl:15][C:16]1[CH:17]=[CH:18][CH:19]=[C:20]2[C:25]=1[C:24]([C:26]([N:1]1[CH2:6][CH2:5][O:4][CH2:3][CH2:2]1)=[O:27])=[N:23][C:22]([C@@H:29]([NH:31][C:32]1[N:40]=[CH:39][N:38]=[C:37]3[C:33]=1[N:34]=[CH:35][N:36]3[CH2:41][C:42]1[CH:43]=[CH:44][C:45]([O:48][CH3:49])=[CH:46][CH:47]=1)[CH3:30])=[CH:21]2.